This data is from Forward reaction prediction with 1.9M reactions from USPTO patents (1976-2016). The task is: Predict the product of the given reaction. (1) Given the reactants [Cl:1][C:2]1[CH:29]=[CH:28][C:5]([CH2:6][N:7]2[C:12](=[O:13])[C:11]([C:14]([OH:16])=[O:15])=[N:10][N:9]([C:17]3[CH:22]=[CH:21][CH:20]=[C:19]([NH:23][C:24](=[O:26])[CH3:25])[CH:18]=3)[C:8]2=[O:27])=[CH:4][CH:3]=1.[CH:30](O)([CH3:32])[CH3:31], predict the reaction product. The product is: [Cl:1][C:2]1[CH:29]=[CH:28][C:5]([CH2:6][N:7]2[C:12](=[O:13])[C:11]([C:14]([O:16][CH:30]([CH3:32])[CH3:31])=[O:15])=[N:10][N:9]([C:17]3[CH:22]=[CH:21][CH:20]=[C:19]([NH:23][C:24](=[O:26])[CH3:25])[CH:18]=3)[C:8]2=[O:27])=[CH:4][CH:3]=1. (2) Given the reactants [C:1]([CH2:3][C:4]([OH:6])=O)#[N:2].CCN=C=NCCCN(C)C.Cl.C1C=CC2N(O)N=NC=2C=1.[Cl:29][C:30]1[CH:53]=[CH:52][C:33]([C:34]([NH:36][C:37]2[N:41]([CH2:42][CH:43]3[CH2:47][CH2:46][CH2:45][NH:44]3)[C:40]3[CH:48]=[CH:49][CH:50]=[CH:51][C:39]=3[N:38]=2)=[O:35])=[CH:32][CH:31]=1, predict the reaction product. The product is: [Cl:29][C:30]1[CH:31]=[CH:32][C:33]([C:34]([NH:36][C:37]2[N:41]([CH2:42][CH:43]3[CH2:47][CH2:46][CH2:45][N:44]3[C:4](=[O:6])[CH2:3][C:1]#[N:2])[C:40]3[CH:48]=[CH:49][CH:50]=[CH:51][C:39]=3[N:38]=2)=[O:35])=[CH:52][CH:53]=1. (3) Given the reactants C(Cl)(=O)C(Cl)=O.CS(C)=O.[Si:11]([O:28][CH2:29][CH2:30][CH2:31][CH2:32][OH:33])([C:24]([CH3:27])([CH3:26])[CH3:25])([C:18]1[CH:23]=[CH:22][CH:21]=[CH:20][CH:19]=1)[C:12]1[CH:17]=[CH:16][CH:15]=[CH:14][CH:13]=1.C(N(CC)CC)C, predict the reaction product. The product is: [Si:11]([O:28][CH2:29][CH2:30][CH2:31][CH:32]=[O:33])([C:24]([CH3:26])([CH3:27])[CH3:25])([C:18]1[CH:19]=[CH:20][CH:21]=[CH:22][CH:23]=1)[C:12]1[CH:13]=[CH:14][CH:15]=[CH:16][CH:17]=1. (4) Given the reactants [CH2:1]([S:3]([N:6]1[C:14]2[CH:13]=[CH:12][C:11]([C:15]([N:17]3[CH2:22][CH2:21][CH:20]([CH3:23])[CH2:19][CH2:18]3)=[O:16])=[CH:10][C:9]=2[C:8]2[CH2:24][N:25](C(OC(C)(C)C)=O)[CH2:26][CH2:27][C:7]1=2)(=[O:5])=[O:4])[CH3:2].[F:35][C:36]([F:41])([F:40])[C:37]([OH:39])=[O:38], predict the reaction product. The product is: [CH2:1]([S:3]([N:6]1[C:14]2[CH:13]=[CH:12][C:11]([C:15]([N:17]3[CH2:22][CH2:21][CH:20]([CH3:23])[CH2:19][CH2:18]3)=[O:16])=[CH:10][C:9]=2[C:8]2[CH2:24][NH:25][CH2:26][CH2:27][C:7]1=2)(=[O:4])=[O:5])[CH3:2].[F:35][C:36]([F:41])([F:40])[C:37]([OH:39])=[O:38].